Dataset: Reaction yield outcomes from USPTO patents with 853,638 reactions. Task: Predict the reaction yield, written as a fraction of the theoretical maximum amount of product (1.0 means a 100% yield; for example, 0.34 means a 34% yield). (1) The reactants are CC1[N:3]([C:8]2[CH:9]=[C:10]([C:15]3[C:16](=[O:22])[N:17]([CH3:21])[N:18]=[CH:19][CH:20]=3)[CH:11]=[CH:12][C:13]=2[CH3:14])C(C)=CC=1.Cl.ON.C(N(CC)CC)C. The catalyst is CCO.O. The product is [NH2:3][C:8]1[CH:9]=[C:10]([C:15]2[C:16](=[O:22])[N:17]([CH3:21])[N:18]=[CH:19][CH:20]=2)[CH:11]=[CH:12][C:13]=1[CH3:14]. The yield is 0.510. (2) The reactants are [F:1][CH:2]([F:14])[C:3]1[NH:7][C:6]2[CH:8]=[CH:9][CH:10]=[C:11]([O:12][CH3:13])[C:5]=2[N:4]=1.Cl[C:16]1[N:21]=[C:20]2[N:22]([CH:25]3[CH2:30][CH2:29][N:28]([C:31]([O:33][C:34]([CH3:37])([CH3:36])[CH3:35])=[O:32])[CH2:27][CH2:26]3)[N:23]=[CH:24][C:19]2=[C:18]([N:38]2[CH2:43][CH2:42][O:41][CH2:40][CH2:39]2)[N:17]=1.C([O-])([O-])=O.[K+].[K+].C(Cl)Cl.CCOC(C)=O. The catalyst is CS(C)=O.O. The product is [F:14][CH:2]([F:1])[C:3]1[N:7]([C:16]2[N:21]=[C:20]3[N:22]([CH:25]4[CH2:26][CH2:27][N:28]([C:31]([O:33][C:34]([CH3:37])([CH3:36])[CH3:35])=[O:32])[CH2:29][CH2:30]4)[N:23]=[CH:24][C:19]3=[C:18]([N:38]3[CH2:39][CH2:40][O:41][CH2:42][CH2:43]3)[N:17]=2)[C:6]2[CH:8]=[CH:9][CH:10]=[C:11]([O:12][CH3:13])[C:5]=2[N:4]=1. The yield is 0.310. (3) The reactants are [H-].[Na+].[CH2:3]1[CH2:7]O[CH2:5][CH2:4]1.[Br:8][C:9]1[CH:10]=[C:11]2[NH:17][CH:16]=[CH:15][C:12]2=[N:13][CH:14]=1.C1(CBr)CC1. No catalyst specified. The product is [Br:8][C:9]1[CH:10]=[C:11]2[N:17]([CH2:5][CH:4]3[CH2:7][CH2:3]3)[CH:16]=[CH:15][C:12]2=[N:13][CH:14]=1. The yield is 0.420. (4) The reactants are [OH:1][C:2]1[CH:13]=[CH:12][C:5]2[C:6](=[O:11])[NH:7][CH2:8][CH2:9][CH2:10][C:4]=2[CH:3]=1.[H-].[Na+].[F:16][C:17]([F:36])([F:35])[S:18](N(C1C=CC=CC=1)[S:18]([C:17]([F:36])([F:35])[F:16])(=[O:20])=[O:19])(=[O:20])=[O:19]. The catalyst is C1COCC1. The product is [F:16][C:17]([F:36])([F:35])[S:18]([O:1][C:2]1[CH:13]=[CH:12][C:5]2[C:6](=[O:11])[NH:7][CH2:8][CH2:9][CH2:10][C:4]=2[CH:3]=1)(=[O:20])=[O:19]. The yield is 0.770.